From a dataset of Forward reaction prediction with 1.9M reactions from USPTO patents (1976-2016). Predict the product of the given reaction. Given the reactants [N+:1]([C:4]1[CH:5]=[C:6]([C:10](=[O:15])C(Cl)(Cl)Cl)[N:7]([CH3:9])[CH:8]=1)([O-:3])=[O:2].[O:16]([CH3:18])[Na].OS(O)(=O)=O, predict the reaction product. The product is: [CH3:9][N:7]1[CH:8]=[C:4]([N+:1]([O-:3])=[O:2])[CH:5]=[C:6]1[C:10]([O:16][CH3:18])=[O:15].